From a dataset of Catalyst prediction with 721,799 reactions and 888 catalyst types from USPTO. Predict which catalyst facilitates the given reaction. (1) Reactant: [NH2:1][C:2]1[N:6]([C:7]2[CH:12]=[CH:11][C:10]([F:13])=[CH:9][CH:8]=2)[N:5]=[CH:4][C:3]=1[C:14](=[O:22])[C:15]1[CH:20]=[CH:19][CH:18]=[C:17]([NH2:21])[CH:16]=1.Br[CH2:24][CH2:25][CH2:26][Cl:27].C(=O)([O-])[O-].[Cs+].[Cs+]. Product: [NH2:1][C:2]1[N:6]([C:7]2[CH:12]=[CH:11][C:10]([F:13])=[CH:9][CH:8]=2)[N:5]=[CH:4][C:3]=1[C:14](=[O:22])[C:15]1[CH:20]=[CH:19][CH:18]=[C:17]([NH:21][CH2:24][CH2:25][CH2:26][Cl:27])[CH:16]=1. The catalyst class is: 13. (2) Reactant: [NH2:1][C:2]1[C:7]([N+:8]([O-:10])=[O:9])=[CH:6][CH:5]=[CH:4][C:3]=1[OH:11].[CH2:12](Cl)[C:13]1[CH:18]=[CH:17][CH:16]=[CH:15][CH:14]=1.C(=O)([O-])[O-].[K+].[K+].[I-].[Na+]. Product: [CH2:12]([O:11][C:3]1[CH:4]=[CH:5][CH:6]=[C:7]([N+:8]([O-:10])=[O:9])[C:2]=1[NH2:1])[C:13]1[CH:18]=[CH:17][CH:16]=[CH:15][CH:14]=1. The catalyst class is: 8. (3) Reactant: C([O:8][C:9]1[CH:14]=[CH:13][C:12]([C:15]([N:17]2[CH2:22][CH2:21][N:20]([C:23]3[CH:28]=[CH:27][CH:26]=[CH:25][C:24]=3[C:29]([CH3:32])([CH3:31])[CH3:30])[CH2:19][CH2:18]2)=[O:16])=[CH:11][CH:10]=1)C1C=CC=CC=1.CO. Product: [C:29]([C:24]1[CH:25]=[CH:26][CH:27]=[CH:28][C:23]=1[N:20]1[CH2:19][CH2:18][N:17]([C:15]([C:12]2[CH:11]=[CH:10][C:9]([OH:8])=[CH:14][CH:13]=2)=[O:16])[CH2:22][CH2:21]1)([CH3:32])([CH3:30])[CH3:31]. The catalyst class is: 481.